From a dataset of B-cell epitopes from IEDB database with 3,159 antigens for binding position prediction. Token-level Classification. Given an antigen amino acid sequence, predict which amino acid positions are active epitope sites capable of antibody binding. Output is a list of indices for active positions. (1) Given the antigen sequence: AVGLGAVFLGFLGAAGSTMGAASVVLTAQARQLLSGIAQQQNNLLRAIEAQQHLLQLTVWGIKQLQARVLAVERYLKDQQLLGIWGCSGKLICTTAVPWNASWSNKSLDNIWGNMTWMEWEREINNYTDLIYILLEQSQNQQEKNEQELLELDKWASLWNWFDITNWLWYIK, which amino acid positions are active epitope sites? The epitope positions are: [159, 160, 161, 162, 163, 164]. The amino acids at these positions are: NWFDIT. (2) The epitope positions are: [177, 178, 179, 180, 181, 182, 183, 184, 185, 186, 187, 188, 189, 190, 191, 192, 193, 194, 195, 196]. The amino acids at these positions are: SGIPYIISYLHPGNTILHVD. Given the antigen sequence: MMREWVLLMSVLLCGLAGPTHLFQPSLVLDMAKVLLDNYCFPENLLGMQEAIQQAIKSHEILSISDPQTLASVLTAGVQSSLNDPRLVISYEPSTPEPPPQVPALTSLSEEELLAWLQRGLRHEVLEGNVGYLRVDSVPGQEVLSMMGEFLVAHVWGNLMGTSALVLDLRHCTGGQVSGIPYIISYLHPGNTILHVDTIYNRPSNTTTEIWTLPQVLGERYGADKDVVVLTSSQTRGVAEDIAHILKQMRRAIVVGERTGGGALDLRKLRIGESDFFFTVPVSRSLGPLGGGSQTWEGSGVLPCVGTPAEQALEKALAILTLRSALPGVVHCLQEVLKDYYTLVDRVPTLLQHLASMDFSTVVSEEDLVTKLNAGLQAASEDPRLLVRAIGPTETPSWPAPDAAAEDSPGVAPELPEDEAIRQALVDSVFQVSVLPGNVGYLRFDSFADASVLGVLAPYVLRQVWEPLQDTEHLIMDLRHNPGGPSSAVPLLLSYFQGPE..., which amino acid positions are active epitope sites? (3) Given the antigen sequence: MAPSLSPGPAALRRAPQLLLLLLAAECALAALLPAREATQFLRPRQRRAFQVFEEAKQGHLERECVEELCSREEAREVFENDPETDYFYPRYLDCINKYGSPYTKNSGFATCVQNLPDQCTPNPCDRKGTQACQDLMGNFFCLCKAGWGGRLCDKDVNECSQENGGCLQICHNKPGSFHCSCHSGFELSSDGRTCQDIDECADSEACGEARCKNLPGSYSCLCDEGFAYSSQEKACRDVDECLQGRCEQVCVNSPGSYTCHCDGRGGLKLSQDMDTCELEAGWPCPRHRRDGSPAARPGRGAQGSRSEGHIPDRRGPRPWQDILPCVPFSVAKSVKSLYLGRMFSGTPVIRLRFKRLQPTRLVAEFDFRTFDPEGILLFAGGHQDSTWIVLALRAGRLELQLRYNGVGRVTSSGPVINHGMWQTISVEELARNLVIKVNRDAVMKIAVAGDLFQPERGLYHLNLTVGGIPFHEKDLVQPINPRLDGCMRSWNWLNGEDTT..., which amino acid positions are active epitope sites? The epitope positions are: [445, 446, 447, 448, 449, 450, 451, 452, 453, 454, 455, 456]. The amino acids at these positions are: IAVAGDLFQPER. (4) The epitope positions are: [53, 54, 55, 56, 57, 58, 59, 60, 61, 62, 63, 64]. The amino acids at these positions are: IAAKLGAAASSP. Given the antigen sequence: MRALAWLLASGAMTHLSPALADVPYVLVKTNMVVTSVAMKPYEVTPTRMLVCGIAAKLGAAASSPDAHVPFCFGKDLKRPGSSPMEVMLRAVFMQQRPLRMFLGPKQLTFEGKPALELIRMVECSGKQDCP, which amino acid positions are active epitope sites? (5) Given the antigen sequence: MTEQQWNFAGIEAAASAIQGNVTSIHSLLDEGKQSLTKLAAAWGGSGSEAYQGVQQKWDATATELNNALQNLARTISEAGQAMASTEGNVTGMFA, which amino acid positions are active epitope sites? The epitope positions are: [20, 21, 22, 23, 24, 25, 26, 27, 28, 29, 30, 31, 32, 33, 34, 35]. The amino acids at these positions are: NVTSIHSLLDEGKQSL. (6) Given the antigen sequence: MAEMITEAAILTQQAAQFDQIASGLSQERNFVDSIGQSFQNTWEGQAASAALGALGRFDEAMQDQIRQLESIVDKLNRSGGNYTKTDDEANQLLSSKMNF, which amino acid positions are active epitope sites? The epitope positions are: [60, 61, 62, 63, 64, 65, 66, 67, 68, 69, 70, 71, 72, 73, 74]. The amino acids at these positions are: AMQDQIRQLESIVDK. (7) Given the antigen sequence: ITGYDSDYYARYIDPDENKITFAINVDGFVEGSNQEILIRGIHHVLTDQNQKIVTKAELLDAIRHQMVLLQLDYSYELVDFAPDAQLLTRDRRLLFANRNFEESVSLEDTIQEYLLKGHVILRKRVEEPITHPTETANIEYKVQFATKDGEFHPLPIFVDYGEKHIGEKLTSDEFRKIAEEKLLQRYPDYMIDQKEYTIIKHNSLGQLPRYYSYPDDFSYEIQDRQRIMAKDPKSGKELGETQSIDNVFEKYLITKKSYKP, which amino acid positions are active epitope sites? The epitope positions are: [36, 37, 38, 39, 40, 41, 42, 43, 44, 45]. The amino acids at these positions are: ILIRGIHHVL. (8) Given the antigen sequence: MASVQLRNVTKAWGDVVVSKDINLDIHDGEFVVFVGPSGCGKSTLLRMIAGLETITSGDLFIGETRMNDIPPAERGVGMVFQSYALYPHLSVAENMSFGLKLAGAKKEVMNQRVNQVAEVLQLAHLLERKPKALSGGQRQAVAIGRTLVAEPRVFLLDEPLSNLDAALRVQMRIEISRLHKRLGRTMIYVTHDQVEAMTLADKIVVLDAGRVAQVGKPLELYHYPADRFVAGFIGSPKMNFLPVKVTATAIEQVQVELPNRQQIWLPVESRGVQVGANMSLGIRPEHLLPSDIADVTLEGEVQVVEQLGHETQIHIQIPAIRQNLVYRQNDVVLVEEGATFAIGLPPERCHLFREDGSACRRLHQEPGV, which amino acid positions are active epitope sites? The epitope positions are: [351, 352, 353, 354, 355, 356, 357, 358, 359, 360]. The amino acids at these positions are: LFREDGSACR. (9) The epitope positions are: [580, 581, 582, 583, 584, 585, 586, 587, 588, 589, 590, 591, 592, 593, 594]. The amino acids at these positions are: GRIFNQFTASYPLLR. Given the antigen sequence: MHTAHHHRSKTYLTTAIRYALFGIASLPFVIPTYAELNTSRSLTVVGADSSKNLPDTPNTKPNTVLALDAHLQSHDDTANAFDGFDFEVITQQAAEQTSSQANQGNHQMSQLDAFASKSDNPSLNTARLTDKHDTPSASKSLAKLAENYHIKSDPDAHRCQGMWMQPIHQATHTNRPTTPKLDENGNPITEDGIFAQADYGYYDAQTYAELSGNVIMEQNGRRVTADKLTLDTQTGQATASGQVQFSDGGASDHSAGIIGMAENLVYHTDGQTATAQDVAFASTTINAHGYASQMDKISSSEYRLQHVMFTTCPPTERKWYLDTDSIDINTDTGRAIAKNTTLRIKKVPVFYLPYFNFPIDARRSSGFLLPSMGFGASDSFEISTPYYLNLAPNYDATITPTVFTNRNPMLTGEFRYLTQDYGSGVLTASYLPKDQQYHDKDRSRIQFDHTWQPKQFDKITTYAQYQSVSDANYLSDFNALGVESAKLNLPRRIGTSFLD..., which amino acid positions are active epitope sites?